Dataset: Forward reaction prediction with 1.9M reactions from USPTO patents (1976-2016). Task: Predict the product of the given reaction. (1) Given the reactants [NH2:1][C:2]1[N:7]=[CH:6][C:5]([C:8]2[CH2:9][CH2:10][CH2:11][N:12](C(OC(C)(C)C)=O)[CH2:13][CH:14]=2)=[CH:4][C:3]=1[C:22]1[N:26]([C:27]2[CH:32]=[CH:31][CH:30]=[C:29]([F:33])[C:28]=2[F:34])[N:25]=[N:24][N:23]=1.C(O)(C(F)(F)F)=O, predict the reaction product. The product is: [F:34][C:28]1[C:29]([F:33])=[CH:30][CH:31]=[CH:32][C:27]=1[N:26]1[C:22]([C:3]2[C:2]([NH2:1])=[N:7][CH:6]=[C:5]([C:8]3=[CH:14][CH2:13][NH:12][CH2:11][CH2:10][CH2:9]3)[CH:4]=2)=[N:23][N:24]=[N:25]1. (2) Given the reactants [CH3:1][O:2][C:3]1[CH:8]=[CH:7][C:6]([C:9]2[CH:14]=[CH:13][C:12]([S:15]([NH:18][C:19]3([C:25]([OH:27])=[O:26])[CH2:24][CH2:23][NH:22][CH2:21][CH2:20]3)(=[O:17])=[O:16])=[CH:11][CH:10]=2)=[CH:5][CH:4]=1.[OH-].[Na+].Cl[C:31]([O:33][CH2:34][CH2:35][O:36][CH3:37])=[O:32], predict the reaction product. The product is: [CH3:37][O:36][CH2:35][CH2:34][O:33][C:31]([N:22]1[CH2:21][CH2:20][C:19]([NH:18][S:15]([C:12]2[CH:11]=[CH:10][C:9]([C:6]3[CH:5]=[CH:4][C:3]([O:2][CH3:1])=[CH:8][CH:7]=3)=[CH:14][CH:13]=2)(=[O:17])=[O:16])([C:25]([OH:27])=[O:26])[CH2:24][CH2:23]1)=[O:32]. (3) Given the reactants Br[CH2:2][C:3]1[CH:8]=[CH:7][C:6]([N+:9]([O-:11])=[O:10])=[CH:5][C:4]=1[CH2:12][S:13][C:14]([CH3:17])([CH3:16])[CH3:15].[CH2:18]([O:20][C:21](=[O:40])[CH2:22][C:23]1[CH:28]=[CH:27][C:26]([O:29][CH3:30])=[C:25](B2OC(C)(C)C(C)(C)O2)[CH:24]=1)[CH3:19].C(=O)([O-])[O-].[K+].[K+], predict the reaction product. The product is: [CH2:18]([O:20][C:21](=[O:40])[CH2:22][C:23]1[CH:28]=[CH:27][C:26]([O:29][CH3:30])=[C:25]([CH2:2][C:3]2[CH:8]=[CH:7][C:6]([N+:9]([O-:11])=[O:10])=[CH:5][C:4]=2[CH2:12][S:13][C:14]([CH3:17])([CH3:16])[CH3:15])[CH:24]=1)[CH3:19]. (4) The product is: [CH3:21][O:22][C:23](=[O:26])[CH2:24][NH:2][C:3]([CH3:11])([CH2:9][CH3:10])[CH2:4][C:5]([O:7][CH3:8])=[O:6]. Given the reactants Cl.[NH2:2][C:3]([CH3:11])([CH2:9][CH3:10])[CH2:4][C:5]([O:7][CH3:8])=[O:6].C(N(CC)C(C)C)(C)C.[CH3:21][O:22][C:23](=[O:26])[CH2:24]Br, predict the reaction product. (5) The product is: [N+:1]([C:4]1[CH:5]=[C:6]([CH:7]=[CH:12][C:13]([C:15]2[CH:20]=[CH:19][C:18]([O:21][CH3:22])=[C:17]([O:23][CH3:24])[C:16]=2[O:25][CH3:26])=[O:14])[CH:9]=[CH:10][CH:11]=1)([O-:3])=[O:2]. Given the reactants [N+:1]([C:4]1[CH:5]=[C:6]([CH:9]=[CH:10][CH:11]=1)[CH:7]=O)([O-:3])=[O:2].[CH3:12][C:13]([C:15]1[CH:20]=[CH:19][C:18]([O:21][CH3:22])=[C:17]([O:23][CH3:24])[C:16]=1[O:25][CH3:26])=[O:14], predict the reaction product.